This data is from Catalyst prediction with 721,799 reactions and 888 catalyst types from USPTO. The task is: Predict which catalyst facilitates the given reaction. (1) Reactant: [O:1]1[CH2:6][CH2:5][CH:4](NC)[CH2:3][CH2:2]1.[CH2:9]([N:11](CC)CC)C.[Cl:16][C:17]1[CH:25]=[CH:24][C:20]([C:21](Cl)=[O:22])=[CH:19][N:18]=1. Product: [Cl:16][C:17]1[CH:25]=[CH:24][C:20]([C:21]([NH:11][CH2:9][CH:4]2[CH2:3][CH2:2][O:1][CH2:6][CH2:5]2)=[O:22])=[CH:19][N:18]=1. The catalyst class is: 4. (2) Reactant: C[O-].[Na+:3].[C:4]([CH2:6][N:7]([CH3:12])[C:8](=[O:11])[O:9][CH3:10])#[N:5].[CH:13](OCC)=[O:14]. Product: [C:4](/[C:6](/[N:7]([C:8]([O:9][CH3:10])=[O:11])[CH3:12])=[CH:13]\[O-:14])#[N:5].[Na+:3]. The catalyst class is: 7. (3) The catalyst class is: 336. Product: [ClH:39].[F:1][C:2]1[CH:7]=[CH:6][CH:5]=[CH:4][C:3]=1[C:8]1[C:9]([CH3:32])=[C:10]([CH2:22][NH:23][CH3:24])[S:11][C:12]=1[S:13]([C:16]1[CH:17]=[CH:18][CH:19]=[CH:20][CH:21]=1)(=[O:15])=[O:14]. Reactant: [F:1][C:2]1[CH:7]=[CH:6][CH:5]=[CH:4][C:3]=1[C:8]1[C:9]([CH3:32])=[C:10]([CH2:22][N:23](C)[C:24](=O)OC(C)(C)C)[S:11][C:12]=1[S:13]([C:16]1[CH:21]=[CH:20][CH:19]=[CH:18][CH:17]=1)(=[O:15])=[O:14].C(OCC)(=O)C.[ClH:39]. (4) Reactant: C[C:2]1[C:3]([C:10]([O:12][CH3:13])=[O:11])=[N+:4]([O-])[CH:5]=[CH:6][C:7]=1[F:8].FC(F)(F)C(OC(=O)C(F)(F)F)=[O:17]. Product: [F:8][C:7]1[CH:2]=[C:3]([C:10]([O:12][CH3:13])=[O:11])[NH:4][C:5](=[O:17])[CH:6]=1. The catalyst class is: 9. (5) Reactant: [CH3:1][O:2][C:3](=[O:38])[CH2:4][N:5]([C:11]1[CH:16]=[CH:15][C:14]([F:17])=[CH:13][C:12]=1[O:18][CH2:19][CH2:20][O:21][C:22]1[CH:27]=[CH:26][CH:25]=[CH:24][C:23]=1[NH:28][CH:29]([C:34]([O:36][CH3:37])=[O:35])[C:30]([O:32][CH3:33])=[O:31])[CH2:6][C:7]([O:9][CH3:10])=[O:8].[N+:39]([O-])([OH:41])=[O:40].S(=O)(=O)(O)O. Product: [CH3:1][O:2][C:3](=[O:38])[CH2:4][N:5]([C:11]1[CH:16]=[CH:15][C:14]([F:17])=[CH:13][C:12]=1[O:18][CH2:19][CH2:20][O:21][C:22]1[CH:27]=[C:26]([N+:39]([O-:41])=[O:40])[CH:25]=[CH:24][C:23]=1[NH:28][CH:29]([C:34]([O:36][CH3:37])=[O:35])[C:30]([O:32][CH3:33])=[O:31])[CH2:6][C:7]([O:9][CH3:10])=[O:8]. The catalyst class is: 15. (6) Reactant: [NH2:1][C:2]1[C:3]([C:16]([NH:18][CH2:19][CH3:20])=[O:17])=[N:4][C:5]([C:8]2[CH:13]=[CH:12][CH:11]=[C:10]([CH2:14]O)[CH:9]=2)=[CH:6][N:7]=1.C(Br)(Br)(Br)[Br:22].C1(P(C2C=CC=CC=2)C2C=CC=CC=2)C=CC=CC=1. Product: [NH2:1][C:2]1[C:3]([C:16]([NH:18][CH2:19][CH3:20])=[O:17])=[N:4][C:5]([C:8]2[CH:13]=[CH:12][CH:11]=[C:10]([CH2:14][Br:22])[CH:9]=2)=[CH:6][N:7]=1. The catalyst class is: 4. (7) Product: [F:12][C:13]([F:17])([F:16])[CH2:14][O:3][C:4]1[CH:11]=[CH:10][C:7]([CH:8]=[O:9])=[CH:6][CH:5]=1. The catalyst class is: 16. Reactant: [H-].[Na+].[OH:3][C:4]1[CH:11]=[CH:10][C:7]([CH:8]=[O:9])=[CH:6][CH:5]=1.[F:12][C:13]([F:17])([F:16])[CH2:14]I.O.